This data is from NCI-60 drug combinations with 297,098 pairs across 59 cell lines. The task is: Regression. Given two drug SMILES strings and cell line genomic features, predict the synergy score measuring deviation from expected non-interaction effect. (1) Drug 1: CN(CCCl)CCCl.Cl. Drug 2: COC1=C2C(=CC3=C1OC=C3)C=CC(=O)O2. Cell line: SW-620. Synergy scores: CSS=15.4, Synergy_ZIP=-7.95, Synergy_Bliss=-0.411, Synergy_Loewe=-18.4, Synergy_HSA=-2.34. (2) Drug 2: C1=NC2=C(N=C(N=C2N1C3C(C(C(O3)CO)O)O)F)N. Synergy scores: CSS=1.14, Synergy_ZIP=-0.642, Synergy_Bliss=1.67, Synergy_Loewe=-2.14, Synergy_HSA=-0.289. Cell line: MCF7. Drug 1: CS(=O)(=O)C1=CC(=C(C=C1)C(=O)NC2=CC(=C(C=C2)Cl)C3=CC=CC=N3)Cl. (3) Drug 1: CC(CN1CC(=O)NC(=O)C1)N2CC(=O)NC(=O)C2. Drug 2: C1=NC2=C(N1)C(=S)N=C(N2)N. Cell line: RXF 393. Synergy scores: CSS=24.0, Synergy_ZIP=-7.95, Synergy_Bliss=-2.49, Synergy_Loewe=-25.0, Synergy_HSA=1.82. (4) Drug 1: CCCS(=O)(=O)NC1=C(C(=C(C=C1)F)C(=O)C2=CNC3=C2C=C(C=N3)C4=CC=C(C=C4)Cl)F. Drug 2: C1=CC(=CC=C1CCC2=CNC3=C2C(=O)NC(=N3)N)C(=O)NC(CCC(=O)O)C(=O)O. Cell line: A498. Synergy scores: CSS=24.2, Synergy_ZIP=-0.157, Synergy_Bliss=0.428, Synergy_Loewe=-5.30, Synergy_HSA=1.10. (5) Drug 1: CS(=O)(=O)C1=CC(=C(C=C1)C(=O)NC2=CC(=C(C=C2)Cl)C3=CC=CC=N3)Cl. Drug 2: COC1=NC(=NC2=C1N=CN2C3C(C(C(O3)CO)O)O)N. Cell line: TK-10. Synergy scores: CSS=8.35, Synergy_ZIP=1.58, Synergy_Bliss=4.78, Synergy_Loewe=2.56, Synergy_HSA=2.74. (6) Drug 1: CNC(=O)C1=CC=CC=C1SC2=CC3=C(C=C2)C(=NN3)C=CC4=CC=CC=N4. Drug 2: CCCCCOC(=O)NC1=NC(=O)N(C=C1F)C2C(C(C(O2)C)O)O. Cell line: TK-10. Synergy scores: CSS=3.66, Synergy_ZIP=-0.625, Synergy_Bliss=-0.568, Synergy_Loewe=-1.89, Synergy_HSA=-1.33. (7) Drug 1: C1=CC(=CC=C1CCCC(=O)O)N(CCCl)CCCl. Drug 2: CC1=C(C(=O)C2=C(C1=O)N3CC4C(C3(C2COC(=O)N)OC)N4)N. Cell line: NCI-H226. Synergy scores: CSS=22.4, Synergy_ZIP=-2.09, Synergy_Bliss=4.26, Synergy_Loewe=-0.569, Synergy_HSA=5.74. (8) Drug 1: C1CN1C2=NC(=NC(=N2)N3CC3)N4CC4. Drug 2: CC(C)CN1C=NC2=C1C3=CC=CC=C3N=C2N. Cell line: OVCAR-8. Synergy scores: CSS=37.5, Synergy_ZIP=-2.70, Synergy_Bliss=1.69, Synergy_Loewe=1.84, Synergy_HSA=1.67. (9) Drug 1: CCCCC(=O)OCC(=O)C1(CC(C2=C(C1)C(=C3C(=C2O)C(=O)C4=C(C3=O)C=CC=C4OC)O)OC5CC(C(C(O5)C)O)NC(=O)C(F)(F)F)O. Drug 2: C(CN)CNCCSP(=O)(O)O. Cell line: MDA-MB-435. Synergy scores: CSS=37.9, Synergy_ZIP=6.48, Synergy_Bliss=1.60, Synergy_Loewe=-17.0, Synergy_HSA=-3.59. (10) Drug 1: CC1=C(C=C(C=C1)NC(=O)C2=CC=C(C=C2)CN3CCN(CC3)C)NC4=NC=CC(=N4)C5=CN=CC=C5. Drug 2: CC1=C2C(C(=O)C3(C(CC4C(C3C(C(C2(C)C)(CC1OC(=O)C(C(C5=CC=CC=C5)NC(=O)C6=CC=CC=C6)O)O)OC(=O)C7=CC=CC=C7)(CO4)OC(=O)C)O)C)OC(=O)C. Cell line: RPMI-8226. Synergy scores: CSS=61.1, Synergy_ZIP=15.0, Synergy_Bliss=16.5, Synergy_Loewe=-4.77, Synergy_HSA=13.2.